This data is from Forward reaction prediction with 1.9M reactions from USPTO patents (1976-2016). The task is: Predict the product of the given reaction. (1) Given the reactants [CH:1]1([C@@H:7]([NH:9][C:10]([C:12]2[C:21]3[C:16](=[CH:17][CH:18]=[CH:19][CH:20]=3)[N:15]=[C:14]([C:22]3[S:23][CH:24]=[CH:25][CH:26]=3)[C:13]=2[CH2:27][N:28]2[CH2:33][CH2:32][NH:31][CH2:30][CH2:29]2)=[O:11])[CH3:8])[CH2:6][CH2:5][CH2:4][CH2:3][CH2:2]1.[OH:34][C@@H:35]([CH:39]([CH3:41])[CH3:40])[C:36](O)=[O:37], predict the reaction product. The product is: [CH:1]1([C@@H:7]([NH:9][C:10]([C:12]2[C:21]3[C:16](=[CH:17][CH:18]=[CH:19][CH:20]=3)[N:15]=[C:14]([C:22]3[S:23][CH:24]=[CH:25][CH:26]=3)[C:13]=2[CH2:27][N:28]2[CH2:29][CH2:30][N:31]([C:36](=[O:37])[C@@H:35]([OH:34])[CH:39]([CH3:41])[CH3:40])[CH2:32][CH2:33]2)=[O:11])[CH3:8])[CH2:6][CH2:5][CH2:4][CH2:3][CH2:2]1. (2) Given the reactants Cl.Cl.[NH:3]1[C:12]2[C:7](=[CH:8][CH:9]=[CH:10][CH:11]=2)[CH2:6][CH:5]([NH2:13])[CH2:4]1.C(N(C(C)C)CC)(C)C.[C:23]([OH:33])(=[O:32])[C@H:24]([C:26]1[CH:31]=[CH:30][CH:29]=[CH:28][CH:27]=1)[OH:25].CN(C(ON1N=NC2C=CC=CC1=2)=[N+](C)C)C.F[P-](F)(F)(F)(F)F, predict the reaction product. The product is: [OH:25][C@@H:24]([C:26]1[CH:31]=[CH:30][CH:29]=[CH:28][CH:27]=1)[C:23]([NH:13][C@@H:5]1[CH2:6][C:7]2[C:12](=[CH:11][CH:10]=[CH:9][CH:8]=2)[NH:3][CH2:4]1)=[O:32].[OH:25][C@@H:24]([C:26]1[CH:27]=[CH:28][CH:29]=[CH:30][CH:31]=1)[C:23]([NH:13][C@H:5]1[CH2:6][C:7]2[C:12](=[CH:11][CH:10]=[CH:9][CH:8]=2)[NH:3][CH2:4]1)=[O:33].